Dataset: Reaction yield outcomes from USPTO patents with 853,638 reactions. Task: Predict the reaction yield, written as a fraction of the theoretical maximum amount of product (1.0 means a 100% yield; for example, 0.34 means a 34% yield). The reactants are [Cl:1][C:2]1[N:7]=[N:6][C:5]([NH2:8])=[CH:4][CH:3]=1.Cl[CH:10]([C:16](=O)[CH3:17])[C:11]([O:13][CH2:14][CH3:15])=[O:12]. The catalyst is C(O)C. The product is [Cl:1][C:2]1[CH:3]=[CH:4][C:5]2[N:6]([C:10]([C:11]([O:13][CH2:14][CH3:15])=[O:12])=[C:16]([CH3:17])[N:8]=2)[N:7]=1. The yield is 0.320.